This data is from Full USPTO retrosynthesis dataset with 1.9M reactions from patents (1976-2016). The task is: Predict the reactants needed to synthesize the given product. (1) Given the product [OH:8][C:1]([CH:9]1[CH2:14][CH2:13][CH2:12][N:11]([C:15]([O:17][C:18]([CH3:21])([CH3:20])[CH3:19])=[O:16])[CH2:10]1)([C:2]1[CH:3]=[CH:4][CH:5]=[CH:6][CH:7]=1)[CH2:22][CH2:23][CH2:24][CH2:25][CH2:26][CH3:27], predict the reactants needed to synthesize it. The reactants are: [C:1]([CH:9]1[CH2:14][CH2:13][CH2:12][N:11]([C:15]([O:17][C:18]([CH3:21])([CH3:20])[CH3:19])=[O:16])[CH2:10]1)(=[O:8])[C:2]1[CH:7]=[CH:6][CH:5]=[CH:4][CH:3]=1.[CH2:22]([Mg]Br)[CH2:23][CH2:24][CH2:25][CH2:26][CH3:27]. (2) The reactants are: [NH:1]1[CH2:6][CH2:5][NH:4][CH2:3][CH2:2]1.Cl[C:8]1[C:13]([Cl:14])=[CH:12][C:11]([N+:15]([O-:17])=[O:16])=[CH:10][N:9]=1.O. Given the product [Cl:14][C:13]1[C:8]([N:1]2[CH2:6][CH2:5][NH:4][CH2:3][CH2:2]2)=[N:9][CH:10]=[C:11]([N+:15]([O-:17])=[O:16])[CH:12]=1, predict the reactants needed to synthesize it. (3) Given the product [CH3:2][C@H:3]1[C@@H:8]([N:9]([C:11]2[N:19]=[CH:18][N:17]=[C:16]3[C:12]=2[CH:13]=[CH:14][NH:15]3)[CH3:10])[CH2:7][N:6]([C:20]([CH2:22][C:23]#[N:24])=[O:21])[CH2:5][CH2:4]1.[ClH:1], predict the reactants needed to synthesize it. The reactants are: [ClH:1].[CH3:2][C@H:3]1[C@@H:8]([N:9]([C:11]2[N:19]=[CH:18][N:17]=[C:16]3[C:12]=2[CH:13]=[CH:14][NH:15]3)[CH3:10])[CH2:7][N:6]([C:20]([CH2:22][C:23]#[N:24])=[O:21])[CH2:5][CH2:4]1. (4) Given the product [NH2:8][CH:9]1[CH2:10][CH2:11][CH:12]([N:15]2[C:26]3=[C:27]4[C:22](=[CH:23][CH:24]=[CH:25]3)[C:21]([Cl:28])=[N:20][CH:19]=[C:18]4[CH2:17][CH2:16]2)[CH2:13][CH2:14]1.[F:31][C:32]([F:37])([F:36])[C:33]([O-:35])=[O:34], predict the reactants needed to synthesize it. The reactants are: COC1C=CC(C[NH:8][CH:9]2[CH2:14][CH2:13][CH:12]([N:15]3[C:26]4=[C:27]5[C:22](=[CH:23][CH:24]=[CH:25]4)[C:21]([Cl:28])=[N:20][CH:19]=[C:18]5[CH2:17][CH2:16]3)[CH2:11][CH2:10]2)=CC=1.[F:31][C:32]([F:37])([F:36])[C:33]([OH:35])=[O:34]. (5) Given the product [NH:8]1[CH2:9][CH2:10][CH:11]([N:14]2[CH2:20][CH2:19][C:18]3[CH:21]=[CH:22][CH:23]=[CH:24][C:17]=3[NH:16][C:15]2=[O:25])[CH2:12][CH2:13]1, predict the reactants needed to synthesize it. The reactants are: C1(C[N:8]2[CH2:13][CH2:12][CH:11]([N:14]3[CH2:20][CH2:19][C:18]4[CH:21]=[CH:22][CH:23]=[CH:24][C:17]=4[NH:16][C:15]3=[O:25])[CH2:10][CH2:9]2)C=CC=CC=1.[H][H]. (6) Given the product [F:2][C:3]1[CH:8]=[CH:7][C:6]([CH:9]([C:17]2[CH:18]=[CH:19][C:20]([F:23])=[CH:21][CH:22]=2)[CH:10]2[C:15](=[O:16])[CH2:14][CH2:13][N:12]([CH2:36][C:27]3[C:28]4[C:33](=[CH:32][CH:31]=[CH:30][CH:29]=4)[CH:34]=[CH:35][C:26]=3[O:25][CH3:24])[CH2:11]2)=[CH:5][CH:4]=1, predict the reactants needed to synthesize it. The reactants are: Cl.[F:2][C:3]1[CH:8]=[CH:7][C:6]([CH:9]([C:17]2[CH:22]=[CH:21][C:20]([F:23])=[CH:19][CH:18]=2)[CH:10]2[C:15](=[O:16])[CH2:14][CH2:13][NH:12][CH2:11]2)=[CH:5][CH:4]=1.[CH3:24][O:25][C:26]1[CH:35]=[CH:34][C:33]2[C:28](=[CH:29][CH:30]=[CH:31][CH:32]=2)[C:27]=1[CH2:36]O.C(N(C(C)C)CC)(C)C.ClCCl. (7) Given the product [C:1]([N:4]1[C:13]2[C:8](=[CH:9][C:10]([N:14]3[CH2:19][CH2:18][N:17]([C:20]([O:22][C:23]([CH3:26])([CH3:25])[CH3:24])=[O:21])[CH2:16][CH2:15]3)=[CH:11][CH:12]=2)[C@H:7]([NH:27][C:28]2[CH:33]=[CH:32][C:31]([C:34]([OH:36])=[O:35])=[CH:30][CH:29]=2)[C@@H:6]([CH3:38])[C@@H:5]1[CH3:39])(=[O:3])[CH3:2], predict the reactants needed to synthesize it. The reactants are: [C:1]([N:4]1[C:13]2[C:8](=[CH:9][C:10]([N:14]3[CH2:19][CH2:18][N:17]([C:20]([O:22][C:23]([CH3:26])([CH3:25])[CH3:24])=[O:21])[CH2:16][CH2:15]3)=[CH:11][CH:12]=2)[C@H:7]([NH:27][C:28]2[CH:33]=[CH:32][C:31]([C:34]([O:36]C)=[O:35])=[CH:30][CH:29]=2)[C@@H:6]([CH3:38])[C@@H:5]1[CH3:39])(=[O:3])[CH3:2].[OH-].[Li+].[OH-].[Na+]. (8) Given the product [CH:26]1([N:4]([CH:1]2[CH2:2][CH2:3]2)[C:5]([C:7]2[N:23]([CH2:24][CH3:25])[C:10]3=[N:11][C:12]([NH:19][C:20]4[S:21][CH:30]=[C:31]([CH2:32][CH3:33])[N:22]=4)=[C:13]4[N:17]=[CH:16][N:15]([CH3:18])[C:14]4=[C:9]3[CH:8]=2)=[O:6])[CH2:27][CH2:28]1, predict the reactants needed to synthesize it. The reactants are: [CH:1]1([N:4]([CH:26]2[CH2:28][CH2:27]2)[C:5]([C:7]2[N:23]([CH2:24][CH3:25])[C:10]3=[N:11][C:12]([NH:19][C:20]([NH2:22])=[S:21])=[C:13]4[N:17]=[CH:16][N:15]([CH3:18])[C:14]4=[C:9]3[CH:8]=2)=[O:6])[CH2:3][CH2:2]1.Br[CH2:30][C:31](=O)[CH2:32][CH3:33]. (9) Given the product [O:24]=[C:23]1[C:22]2[C:17](=[CH:18][CH:19]=[CH:20][CH:21]=2)[NH:16][CH:15]=[C:14]1[C:12]([NH:11][C:10]1[CH:9]=[C:8]2[C:4]([CH:5]=[CH:6][NH:7]2)=[CH:3][C:2]=1[C:25]1[CH:30]=[CH:29][CH:28]=[CH:27][CH:26]=1)=[O:13], predict the reactants needed to synthesize it. The reactants are: Br[C:2]1[CH:3]=[C:4]2[C:8](=[CH:9][C:10]=1[NH:11][C:12]([C:14]1[C:23](=[O:24])[C:22]3[C:17](=[CH:18][CH:19]=[CH:20][CH:21]=3)[NH:16][CH:15]=1)=[O:13])[NH:7][CH:6]=[CH:5]2.[C:25]1(B(O)O)[CH:30]=[CH:29][CH:28]=[CH:27][CH:26]=1.C([O-])([O-])=O.[K+].[K+].